Dataset: Full USPTO retrosynthesis dataset with 1.9M reactions from patents (1976-2016). Task: Predict the reactants needed to synthesize the given product. (1) Given the product [F:16][C:13]([F:14])([F:15])[C:4]1[N:3]=[CH:2][C:7]([C:8]([O:10][CH2:11][CH3:12])=[O:9])=[CH:6][N:5]=1, predict the reactants needed to synthesize it. The reactants are: Cl[C:2]1[C:7]([C:8]([O:10][CH2:11][CH3:12])=[O:9])=[CH:6][N:5]=[C:4]([C:13]([F:16])([F:15])[F:14])[N:3]=1.C(N(C(C)C)CC)(C)C. (2) Given the product [N:31]([CH2:12][C@H:13]1[CH2:22][CH2:21][C:20]2[C:15](=[C:16]([C:24]3[CH:29]=[CH:28][CH:27]=[CH:26][C:25]=3[Cl:30])[CH:17]=[C:18]([F:23])[CH:19]=2)[O:14]1)=[N+:32]=[N-:33], predict the reactants needed to synthesize it. The reactants are: CC1C=CC(S(O[CH2:12][C@H:13]2[CH:22]=[CH:21][C:20]3[C:15](=[C:16]([C:24]4[CH:29]=[CH:28][CH:27]=[CH:26][C:25]=4[Cl:30])[CH:17]=[C:18]([F:23])[CH:19]=3)[O:14]2)(=O)=O)=CC=1.[N-:31]=[N+:32]=[N-:33].[Na+]. (3) Given the product [C:1]([O:4][C@@H:5]1[C@@H:18]([O:19][C:20](=[O:22])[CH3:21])[C@H:17]([O:23][C:24](=[O:26])[CH3:25])[CH2:16][S:15][C@H:6]1[O:7][C:8]1[C:9]([C:27]2[CH:32]=[CH:31][CH:30]=[CH:29][CH:28]=2)=[N:10][CH:11]=[CH:12][CH:13]=1)(=[O:3])[CH3:2], predict the reactants needed to synthesize it. The reactants are: [C:1]([O:4][C@@H:5]1[C@@H:18]([O:19][C:20](=[O:22])[CH3:21])[C@H:17]([O:23][C:24](=[O:26])[CH3:25])[CH2:16][S:15][C@H:6]1[O:7][C:8]1[C:9](Cl)=[N:10][CH:11]=[CH:12][CH:13]=1)(=[O:3])[CH3:2].[C:27]1(B(O)O)[CH:32]=[CH:31][CH:30]=[CH:29][CH:28]=1.[F-].[Cs+]. (4) The reactants are: [NH2:1][C:2]1[C:3]([F:21])=[C:4]([C:9]([C:11]2[C:19]3[C:14](=[N:15][CH:16]=[C:17](I)[CH:18]=3)[NH:13][CH:12]=2)=[O:10])[C:5]([F:8])=[CH:6][CH:7]=1.[CH3:22][C:23]1([CH3:39])[C:27]([CH3:29])([CH3:28])[O:26][B:25]([B:25]2[O:26][C:27]([CH3:29])([CH3:28])[C:23]([CH3:39])([CH3:22])[O:24]2)[O:24]1.C([O-])(=O)C.[K+].CN(C)C=O.O. Given the product [NH2:1][C:2]1[C:3]([F:21])=[C:4]([C:9]([C:11]2[C:19]3[C:14](=[N:15][CH:16]=[C:17]([B:25]4[O:26][C:27]([CH3:29])([CH3:28])[C:23]([CH3:39])([CH3:22])[O:24]4)[CH:18]=3)[NH:13][CH:12]=2)=[O:10])[C:5]([F:8])=[CH:6][CH:7]=1, predict the reactants needed to synthesize it. (5) Given the product [C:13]([C:2]1[CH:7]=[CH:6][C:5]([C:8]([F:11])([F:10])[F:9])=[CH:4][N:3]=1)#[N:14], predict the reactants needed to synthesize it. The reactants are: Cl[C:2]1[CH:7]=[CH:6][C:5]([C:8]([F:11])([F:10])[F:9])=[CH:4][N:3]=1.N.[CH3:13][N:14](C)C=O. (6) Given the product [NH2:17][C:3]1[CH:4]=[C:5]([C:8]2[CH:13]=[CH:12][C:11]([C:14]#[N:15])=[CH:10][C:9]=2[F:16])[CH:6]=[CH:7][C:2]=1[NH2:1], predict the reactants needed to synthesize it. The reactants are: [NH2:1][C:2]1[CH:7]=[CH:6][C:5]([C:8]2[CH:13]=[CH:12][C:11]([C:14]#[N:15])=[CH:10][C:9]=2[F:16])=[CH:4][C:3]=1[N+:17]([O-])=O.